Dataset: Forward reaction prediction with 1.9M reactions from USPTO patents (1976-2016). Task: Predict the product of the given reaction. Given the reactants [C:1]([O:5][C:6]([N:8]1[CH2:11][C:10]([O:13][C:14]2[CH:15]=[CH:16][C:17]3[O:22][CH2:21][C:20](=S)[N:19]([CH:24]([C:26]([O:28]CC)=O)[CH3:25])[C:18]=3[CH:31]=2)([CH3:12])[CH2:9]1)=[O:7])([CH3:4])([CH3:3])[CH3:2].O.[NH2:33][NH2:34], predict the reaction product. The product is: [C:1]([O:5][C:6]([N:8]1[CH2:9][C:10]([CH3:12])([O:13][C:14]2[CH:31]=[C:18]3[C:17](=[CH:16][CH:15]=2)[O:22][CH2:21][C:20]2[N:19]3[CH:24]([CH3:25])[C:26](=[O:28])[NH:33][N:34]=2)[CH2:11]1)=[O:7])([CH3:3])([CH3:4])[CH3:2].